From a dataset of Peptide-MHC class I binding affinity with 185,985 pairs from IEDB/IMGT. Regression. Given a peptide amino acid sequence and an MHC pseudo amino acid sequence, predict their binding affinity value. This is MHC class I binding data. (1) The peptide sequence is DTVLEEMNL. The MHC is HLA-B53:01 with pseudo-sequence HLA-B53:01. The binding affinity (normalized) is 0. (2) The peptide sequence is SAAAYFVGY. The MHC is HLA-A01:01 with pseudo-sequence HLA-A01:01. The binding affinity (normalized) is 0.470. (3) The peptide sequence is VSSGKNIKR. The MHC is HLA-A02:01 with pseudo-sequence HLA-A02:01. The binding affinity (normalized) is 0. (4) The peptide sequence is TKDETREQL. The MHC is HLA-B15:01 with pseudo-sequence HLA-B15:01. The binding affinity (normalized) is 0.0847.